This data is from Full USPTO retrosynthesis dataset with 1.9M reactions from patents (1976-2016). The task is: Predict the reactants needed to synthesize the given product. (1) Given the product [OH:30][CH2:20][CH2:21][CH2:22][CH2:23][CH2:24][CH2:25][CH2:26][CH2:27][CH2:28][O:29][C:38]1[CH:39]=[CH:40][CH:41]=[C:34]([N+:31]([O-:33])=[O:32])[C:35]=1[C:36]#[N:37], predict the reactants needed to synthesize it. The reactants are: C1CCN2C(=NCCC2)CC1.CN(C)C(N(C)C)=N.[CH2:20]([OH:30])[CH2:21][CH2:22][CH2:23][CH2:24][CH2:25][CH2:26][CH2:27][CH2:28][OH:29].[N+:31]([C:34]1[CH:41]=[CH:40][CH:39]=[C:38]([N+]([O-])=O)[C:35]=1[C:36]#[N:37])([O-:33])=[O:32]. (2) Given the product [CH2:1]([N:8]1[CH2:17][CH2:16][C:15]2[N:14]=[C:13]([NH:22][CH:19]([CH3:21])[CH3:20])[CH:12]=[CH:11][C:10]=2[CH2:9]1)[C:2]1[CH:7]=[CH:6][CH:5]=[CH:4][CH:3]=1, predict the reactants needed to synthesize it. The reactants are: [CH2:1]([N:8]1[CH2:17][CH2:16][C:15]2[N:14]=[C:13](Cl)[CH:12]=[CH:11][C:10]=2[CH2:9]1)[C:2]1[CH:7]=[CH:6][CH:5]=[CH:4][CH:3]=1.[CH:19]([NH2:22])([CH3:21])[CH3:20].CC(C1C=C(C(C)C)C(C2C=CC=CC=2P(C2CCCCC2)C2CCCCC2)=C(C(C)C)C=1)C.CC(C)([O-])C.[Na+].